Dataset: Forward reaction prediction with 1.9M reactions from USPTO patents (1976-2016). Task: Predict the product of the given reaction. (1) Given the reactants [CH3:1][N:2]1[CH2:7][CH2:6][NH:5][CH2:4][CH2:3]1.[F:8][C:9]1[CH:10]=[C:11]([C:16]2[CH:17]=[CH:18][C:19](=[O:38])[N:20]([CH2:22][C:23]3[CH:28]=[CH:27][CH:26]=[C:25]([C:29]4[N:33]=[C:32]([C:34](Cl)(Cl)Cl)[O:31][N:30]=4)[CH:24]=3)[N:21]=2)[CH:12]=[C:13]([F:15])[CH:14]=1.C1[CH2:43][O:42]CC1, predict the reaction product. The product is: [F:8][C:9]1[CH:10]=[C:11]([C:16]2[CH:17]=[CH:18][C:19](=[O:38])[N:20]([CH2:22][C:23]3[CH:28]=[CH:27][CH:26]=[C:25]([C:29]4[N:33]=[C:32]([N:5]5[CH2:6][CH2:7][N:2]([CH3:1])[CH2:3][CH2:4]5)[O:31][N:30]=4)[CH:24]=3)[N:21]=2)[CH:12]=[C:13]([F:15])[CH:14]=1.[F:8][C:9]1[CH:10]=[C:11]([C:16]2[CH:17]=[CH:18][C:19](=[O:38])[N:20]([CH2:22][C:23]3[CH:28]=[CH:27][CH:26]=[C:25]([C:29]4[N:33]=[C:32]([C:34]([N:5]5[CH2:6][CH2:7][N:2]([CH3:1])[CH2:3][CH2:4]5)=[O:42])[O:31][N:30]=4)[CH:24]=3)[N:21]=2)[CH:12]=[C:13]([F:15])[CH:14]=1.[CH:43]([O-:42])=[O:31]. (2) Given the reactants [CH:1]([C:4]1[CH:9]=[CH:8][C:7]([CH:10]2[C:14]3([CH2:19][CH2:18][N:17]([CH3:20])[CH2:16][CH2:15]3)[O:13][C:12]3[C:21]([CH3:28])=[C:22]([CH3:27])[C:23]([NH2:26])=[C:24]([CH3:25])[C:11]2=3)=[CH:6][CH:5]=1)([CH3:3])[CH3:2].[F:29][C:30]1[CH:38]=[CH:37][C:33]([C:34](Cl)=[O:35])=[CH:32][CH:31]=1.CO.C(OC(C)C)(C)C, predict the reaction product. The product is: [F:29][C:30]1[CH:38]=[CH:37][C:33]([C:34]([NH:26][C:23]2[C:22]([CH3:27])=[C:21]([CH3:28])[C:12]3[O:13][C:14]4([CH2:19][CH2:18][N:17]([CH3:20])[CH2:16][CH2:15]4)[CH:10]([C:7]4[CH:6]=[CH:5][C:4]([CH:1]([CH3:3])[CH3:2])=[CH:9][CH:8]=4)[C:11]=3[C:24]=2[CH3:25])=[O:35])=[CH:32][CH:31]=1. (3) Given the reactants [Cl:1][C:2]1[CH:7]=[CH:6][CH:5]=[CH:4][C:3]=1[CH:8]([O:10][C:11]([NH:13][C:14]1[C:15]([CH3:28])=[N:16][O:17][C:18]=1[C:19]1[CH:27]=[CH:26][C:22]([C:23]([OH:25])=O)=[CH:21][CH:20]=1)=[O:12])[CH3:9].ON1C2C=CC=CC=2N=N1.CN(C)CCCN=C=NCC.C(N(C(C)C)CC)(C)C.[CH3:59][O:60][C:61]([C:63]1([NH2:66])[CH2:65][CH2:64]1)=[O:62], predict the reaction product. The product is: [CH3:59][O:60][C:61]([C:63]1([NH:66][C:23](=[O:25])[C:22]2[CH:21]=[CH:20][C:19]([C:18]3[O:17][N:16]=[C:15]([CH3:28])[C:14]=3[NH:13][C:11]([O:10][CH:8]([C:3]3[CH:4]=[CH:5][CH:6]=[CH:7][C:2]=3[Cl:1])[CH3:9])=[O:12])=[CH:27][CH:26]=2)[CH2:65][CH2:64]1)=[O:62]. (4) Given the reactants [C:1]([C:4]1[CH:9]=[CH:8][N:7]=[CH:6][CH:5]=1)(=[O:3])[CH3:2].[Br:10]Br, predict the reaction product. The product is: [Br:10][CH2:2][C:1]([C:4]1[CH:9]=[CH:8][N:7]=[CH:6][CH:5]=1)=[O:3]. (5) Given the reactants [CH:1]([C:4]1[CH:9]=[CH:8][C:7]([CH3:10])=[CH:6][C:5]=1[NH:11][C:12]([NH:14][C:15]([NH:17][CH:18]1[CH2:26][C:25]2[C:20](=[CH:21][CH:22]=[C:23]([C:27]3[N:31]=[CH:30][N:29]([C:32]4[CH:37]=[CH:36][C:35]([O:38][C:39]([F:42])([F:41])[F:40])=[CH:34][CH:33]=4)[N:28]=3)[CH:24]=2)[CH2:19]1)=[O:16])=[S:13])([CH3:3])[CH3:2].[CH2:43]([OH:45])[CH3:44].C([O-])(=O)C.[Na+].BrCC(OC)=O, predict the reaction product. The product is: [CH:1]([C:4]1[CH:9]=[CH:8][C:7]([CH3:10])=[CH:6][C:5]=1[N:11]1[C:43](=[O:45])[CH2:44][S:13]/[C:12]/1=[N:14]\[C:15]([NH:17][CH:18]1[CH2:26][C:25]2[C:20](=[CH:21][CH:22]=[C:23]([C:27]3[N:31]=[CH:30][N:29]([C:32]4[CH:33]=[CH:34][C:35]([O:38][C:39]([F:42])([F:41])[F:40])=[CH:36][CH:37]=4)[N:28]=3)[CH:24]=2)[CH2:19]1)=[O:16])([CH3:3])[CH3:2]. (6) Given the reactants [N+:1]([C:4]1[CH:5]=[C:6]2[C:10](=[CH:11][CH:12]=1)[NH:9][C:8]([CH2:13][C:14]1[CH:19]=[CH:18][C:17]([O:20][C:21]([F:24])([F:23])[F:22])=[CH:16][CH:15]=1)=[CH:7]2)([O-:3])=[O:2].Cl.Cl[CH2:27][CH2:28][CH:29]1[CH2:33][CH2:32][CH2:31][N:30]1[CH3:34].C(=O)([O-])[O-].[K+].[K+].CN(C)C=O, predict the reaction product. The product is: [CH3:34][N:30]1[CH2:31][CH2:32][CH2:33][CH:29]1[CH2:28][CH2:27][N:9]1[C:10]2[C:6](=[CH:5][C:4]([N+:1]([O-:3])=[O:2])=[CH:12][CH:11]=2)[CH:7]=[C:8]1[CH2:13][C:14]1[CH:15]=[CH:16][C:17]([O:20][C:21]([F:24])([F:22])[F:23])=[CH:18][CH:19]=1.